From a dataset of Full USPTO retrosynthesis dataset with 1.9M reactions from patents (1976-2016). Predict the reactants needed to synthesize the given product. (1) The reactants are: [CH2:1]([O:8][C:9]([N:11]1[CH2:16][CH2:15][CH:14]([C:17]([OH:19])=[O:18])[CH2:13][CH2:12]1)=[O:10])[C:2]1[CH:7]=[CH:6][CH:5]=[CH:4][CH:3]=1.[C:20](OC(O[C:20]([CH3:23])([CH3:22])[CH3:21])N(C)C)([CH3:23])([CH3:22])[CH3:21]. Given the product [N:11]1([C:9]([O:8][CH2:1][C:2]2[CH:3]=[CH:4][CH:5]=[CH:6][CH:7]=2)=[O:10])[CH2:12][CH2:13][CH:14]([C:17]([O:19][C:20]([CH3:23])([CH3:22])[CH3:21])=[O:18])[CH2:15][CH2:16]1, predict the reactants needed to synthesize it. (2) Given the product [Cl:14][C:12]1[N:11]=[C:10]2[C:6]([N:7]=[CH:8][N:9]2[CH:15]2[CH2:19][CH2:18][CH2:17][CH2:16]2)=[C:5]([NH:4][CH2:3][CH2:2][NH:1][CH2:25][C:24]2[CH:27]=[CH:28][C:21]([Cl:20])=[CH:22][CH:23]=2)[N:13]=1, predict the reactants needed to synthesize it. The reactants are: [NH2:1][CH2:2][CH2:3][NH:4][C:5]1[N:13]=[C:12]([Cl:14])[N:11]=[C:10]2[C:6]=1[N:7]=[CH:8][N:9]2[CH:15]1[CH2:19][CH2:18][CH2:17][CH2:16]1.[Cl:20][C:21]1[CH:28]=[CH:27][C:24]([CH:25]=O)=[CH:23][CH:22]=1.CO.[BH3-]C#N.[Na+]. (3) Given the product [CH2:10]([N:14]1[C:19](=[O:20])[CH:18]([C:5]2[CH:6]=[CH:7][C:2]([CH3:1])=[CH:3][CH:4]=2)[NH:17][C:16]([CH3:21])=[N:15]1)[CH2:11][CH2:12][CH3:13], predict the reactants needed to synthesize it. The reactants are: [CH3:1][C:2]1[CH:7]=[CH:6][C:5]([Mg]Br)=[CH:4][CH:3]=1.[CH2:10]([N:14]1[C:19](=[O:20])[CH:18]=[N:17][C:16]([CH3:21])=[N:15]1)[CH2:11][CH2:12][CH3:13].[NH4+].[Cl-].C(OCC)(=O)C. (4) Given the product [OH:2][C:3]1[CH:4]=[C:5]2[C:10](=[CH:11][CH:12]=1)[C:9](=[O:13])[NH:8][CH:7]=[CH:6]2, predict the reactants needed to synthesize it. The reactants are: C[O:2][C:3]1[CH:4]=[C:5]2[C:10](=[CH:11][CH:12]=1)[C:9](=[O:13])[NH:8][CH:7]=[CH:6]2.B(Br)(Br)Br.